From a dataset of Catalyst prediction with 721,799 reactions and 888 catalyst types from USPTO. Predict which catalyst facilitates the given reaction. (1) Reactant: [OH:1][CH2:2][CH:3]([NH:8][C:9]([N:11]1[CH2:16][CH2:15][CH2:14][CH2:13][CH2:12]1)=[O:10])[C:4]([O:6]C)=[O:5].[OH-].[Li+]. Product: [OH:1][CH2:2][CH:3]([NH:8][C:9]([N:11]1[CH2:16][CH2:15][CH2:14][CH2:13][CH2:12]1)=[O:10])[C:4]([OH:6])=[O:5]. The catalyst class is: 83. (2) Reactant: [F:1][C:2]1[CH:7]=[CH:6][C:5]([C:8]2[C:16]3[C:11](=[CH:12][CH:13]=[C:14]([NH:17][C:18]([C:20]4([C:47](=[O:49])[CH3:48])[CH2:24][CH2:23][N:22]([CH2:25][C:26]([N:28]5[CH2:33][CH2:32][N:31]([C:34]6[CH:39]=[CH:38][C:37]([C:40]7[N:45]=[CH:44][CH:43]=[CH:42][N:41]=7)=[CH:36][N:35]=6)[CH2:30][CH:29]5[CH3:46])=[O:27])[CH2:21]4)=[O:19])[CH:15]=3)[N:10](C(C3C=CC=CC=3)(C3C=CC=CC=3)C3C=CC=CC=3)[N:9]=2)=[CH:4][CH:3]=1. Product: [F:1][C:2]1[CH:7]=[CH:6][C:5]([C:8]2[C:16]3[C:11](=[CH:12][CH:13]=[C:14]([NH:17][C:18]([C:20]4([C:47](=[O:49])[CH3:48])[CH2:24][CH2:23][N:22]([CH2:25][C:26]([N:28]5[CH2:33][CH2:32][N:31]([C:34]6[CH:39]=[CH:38][C:37]([C:40]7[N:41]=[CH:42][CH:43]=[CH:44][N:45]=7)=[CH:36][N:35]=6)[CH2:30][CH:29]5[CH3:46])=[O:27])[CH2:21]4)=[O:19])[CH:15]=3)[NH:10][N:9]=2)=[CH:4][CH:3]=1. The catalyst class is: 55. (3) Reactant: [CH2:1]([O:8][C:9]1[CH:10]=[C:11](Br)[CH:12]=[CH:13][CH:14]=1)[C:2]1[CH:7]=[CH:6][CH:5]=[CH:4][CH:3]=1.[CH3:16][O:17][C:18]([C:20]1[CH:21]=[C:22](B(O)O)[CH:23]=[CH:24][CH:25]=1)=[O:19].[OH-].[Ba+2].[OH-].COCCOC. Product: [CH3:16][O:17][C:18]([C:20]1[CH:25]=[C:24]([C:11]2[CH:12]=[CH:13][CH:14]=[C:9]([O:8][CH2:1][C:2]3[CH:7]=[CH:6][CH:5]=[CH:4][CH:3]=3)[CH:10]=2)[CH:23]=[CH:22][CH:21]=1)=[O:19]. The catalyst class is: 103. (4) Reactant: [NH2:1][C:2]1[S:3][CH:4]=[C:5]([C:7]2[CH:12]=[CH:11][C:10]([CH2:13][CH2:14][NH:15][C:16](=[O:22])[O:17][C:18]([CH3:21])([CH3:20])[CH3:19])=[CH:9][CH:8]=2)[N:6]=1.[C:23](OC(=O)C)(=[O:25])[CH3:24].N1C=CC=CC=1. Product: [C:23]([NH:1][C:2]1[S:3][CH:4]=[C:5]([C:7]2[CH:8]=[CH:9][C:10]([CH2:13][CH2:14][NH:15][C:16](=[O:22])[O:17][C:18]([CH3:19])([CH3:21])[CH3:20])=[CH:11][CH:12]=2)[N:6]=1)(=[O:25])[CH3:24]. The catalyst class is: 112.